From a dataset of Full USPTO retrosynthesis dataset with 1.9M reactions from patents (1976-2016). Predict the reactants needed to synthesize the given product. (1) Given the product [Br:23][C:8]1[C:7]([C:2]2[CH:3]=[CH:4][CH:5]=[CH:6][N:1]=2)=[N:11][N:10]2[CH2:12][CH2:13][CH2:14][C:9]=12, predict the reactants needed to synthesize it. The reactants are: [N:1]1[CH:6]=[CH:5][CH:4]=[CH:3][C:2]=1[C:7]1[C:8](C(O)=O)=[C:9]2[CH2:14][CH2:13][CH2:12][N:10]2[N:11]=1.C(=O)(O)[O-].[Na+].[Br:23]NC(=O)CCC(N)=O. (2) Given the product [F:29][C:30]1[CH:31]=[C:32]([N:33]([CH2:2][C:3]2[CH:8]=[CH:7][C:6]([C:9]3[C:10]([NH:15][S:16]([C:19]4[CH:24]=[CH:23][CH:22]=[CH:21][C:20]=4[C:25]([F:28])([F:27])[F:26])(=[O:18])=[O:17])=[N:11][CH:12]=[CH:13][N:14]=3)=[CH:5][CH:4]=2)[CH3:34])[CH:35]=[CH:36][CH:37]=1, predict the reactants needed to synthesize it. The reactants are: Cl[CH2:2][C:3]1[CH:8]=[CH:7][C:6]([C:9]2[C:10]([NH:15][S:16]([C:19]3[CH:24]=[CH:23][CH:22]=[CH:21][C:20]=3[C:25]([F:28])([F:27])[F:26])(=[O:18])=[O:17])=[N:11][CH:12]=[CH:13][N:14]=2)=[CH:5][CH:4]=1.[F:29][C:30]1[CH:31]=[C:32]([CH:35]=[CH:36][CH:37]=1)[NH:33][CH3:34]. (3) The reactants are: [N+:1]([C:4]1[O:8][C:7]([C:9](Cl)=[O:10])=[CH:6][CH:5]=1)([O-:3])=[O:2].[CH3:12][O:13][C:14]1[C:21]([O:22][CH3:23])=[CH:20][CH:19]=[CH:18][C:15]=1[CH2:16][NH2:17]. Given the product [CH3:12][O:13][C:14]1[C:21]([O:22][CH3:23])=[CH:20][CH:19]=[CH:18][C:15]=1[CH2:16][NH:17][C:9]([C:7]1[O:8][C:4]([N+:1]([O-:3])=[O:2])=[CH:5][CH:6]=1)=[O:10], predict the reactants needed to synthesize it.